This data is from Catalyst prediction with 721,799 reactions and 888 catalyst types from USPTO. The task is: Predict which catalyst facilitates the given reaction. (1) Reactant: [CH3:1][C:2]1[CH2:7][CH2:6][C@@H:5]([C@H:8]([CH3:16])[CH2:9][C@@H:10]2[CH2:14][CH2:13][CH2:12][C@@H:11]2[OH:15])[CH2:4][CH:3]=1.N1C=CC=CC=1.[C:23](OC(=O)C)(=[O:25])[CH3:24]. Product: [C:23]([O:15][C@H:11]1[CH2:12][CH2:13][CH2:14][C@H:10]1[CH2:9][C@H:8]([C@@H:5]1[CH2:6][CH2:7][C:2]([CH3:1])=[CH:3][CH2:4]1)[CH3:16])(=[O:25])[CH3:24]. The catalyst class is: 172. (2) Reactant: C([O:8][C:9]1[CH:18]=[C:17]2[C:12]([C:13]([O:19][C:20]3[C:21]([C:28]4[CH:33]=[CH:32][CH:31]=[CH:30][N:29]=4)=[N:22][C:23]([CH3:27])=[C:24]([CH3:26])[CH:25]=3)=[CH:14][CH:15]=[N:16]2)=[CH:11][C:10]=1[O:34][CH3:35])C1C=CC=CC=1.CS(O)(=O)=O. Product: [CH3:26][C:24]1[CH:25]=[C:20]([O:19][C:13]2[C:12]3[C:17](=[CH:18][C:9]([OH:8])=[C:10]([O:34][CH3:35])[CH:11]=3)[N:16]=[CH:15][CH:14]=2)[C:21]([C:28]2[CH:33]=[CH:32][CH:31]=[CH:30][N:29]=2)=[N:22][C:23]=1[CH3:27]. The catalyst class is: 55. (3) Reactant: [CH:1]1([N:7]=[C:8]=[O:9])[CH2:6][CH2:5][CH2:4][CH2:3][CH2:2]1.[CH:10]1([NH2:15])[CH2:14][CH2:13][CH2:12][CH2:11]1.NC(N)=O.[C:20](Cl)(=[O:25])[CH2:21][C:22](Cl)=[O:23]. Product: [CH:1]1([N:7]2[C:22](=[O:23])[CH2:21][C:20](=[O:25])[N:15]([CH:10]3[CH2:14][CH2:13][CH2:12][CH2:11]3)[C:8]2=[O:9])[CH2:6][CH2:5][CH2:4][CH2:3][CH2:2]1. The catalyst class is: 4. (4) Reactant: [Br:1][C:2]1[CH:7]=[C:6]([Cl:8])[CH:5]=[C:4]([F:9])[C:3]=1[O:10][CH2:11][CH3:12].[N+:13]([O-])([OH:15])=[O:14]. Product: [Br:1][C:2]1[C:7]([N+:13]([O-:15])=[O:14])=[C:6]([Cl:8])[CH:5]=[C:4]([F:9])[C:3]=1[O:10][CH2:11][CH3:12]. The catalyst class is: 82. (5) Reactant: [N+:1]([C:4]1[CH:9]=[CH:8][C:7]([S:10][CH2:11][C:12]2[NH:16][C:15]3[CH:17]=[CH:18][CH:19]=[C:20]([C:21]([NH2:23])=[O:22])[C:14]=3[N:13]=2)=[CH:6][CH:5]=1)([O-:3])=[O:2].S([O-])(O[O-])(=O)=O.[K+].[K+].[OH-:32].[Na+].C[OH:35]. Product: [N+:1]([C:4]1[CH:9]=[CH:8][C:7]([S:10]([CH2:11][C:12]2[NH:16][C:15]3[CH:17]=[CH:18][CH:19]=[C:20]([C:21]([NH2:23])=[O:22])[C:14]=3[N:13]=2)(=[O:35])=[O:32])=[CH:6][CH:5]=1)([O-:3])=[O:2]. The catalyst class is: 6.